From a dataset of Catalyst prediction with 721,799 reactions and 888 catalyst types from USPTO. Predict which catalyst facilitates the given reaction. Reactant: [N+:1]([C:4]1[CH:19]=[C:18]([O:20][CH2:21][C:22]2[CH:27]=[CH:26][CH:25]=[CH:24][CH:23]=2)[C:17]([O:28][C@H:29]2[CH2:33][CH2:32][O:31][CH2:30]2)=[CH:16][C:5]=1[C:6]([O:8][CH2:9][C:10]1[CH:15]=[CH:14][CH:13]=[CH:12][CH:11]=1)=[O:7])([O-])=O. Product: [NH2:1][C:4]1[CH:19]=[C:18]([O:20][CH2:21][C:22]2[CH:23]=[CH:24][CH:25]=[CH:26][CH:27]=2)[C:17]([O:28][C@H:29]2[CH2:33][CH2:32][O:31][CH2:30]2)=[CH:16][C:5]=1[C:6]([O:8][CH2:9][C:10]1[CH:15]=[CH:14][CH:13]=[CH:12][CH:11]=1)=[O:7]. The catalyst class is: 181.